Dataset: Forward reaction prediction with 1.9M reactions from USPTO patents (1976-2016). Task: Predict the product of the given reaction. (1) Given the reactants [CH3:1][O:2][N:3]=[C:4]([C:13]1[CH:18]=[CH:17][C:16]([Cl:19])=[CH:15][CH:14]=1)[CH:5](Br)[CH2:6][CH:7]1[CH2:11][CH2:10][CH2:9][CH2:8]1.[NH3:20], predict the reaction product. The product is: [CH3:1][O:2][N:3]=[C:4]([C:13]1[CH:18]=[CH:17][C:16]([Cl:19])=[CH:15][CH:14]=1)[CH:5]([NH2:20])[CH2:6][CH:7]1[CH2:11][CH2:10][CH2:9][CH2:8]1. (2) Given the reactants [Cl:1][C:2]1[CH:21]=[CH:20][CH:19]=[C:18]([Cl:22])[C:3]=1[O:4][CH:5]1[CH2:10][CH2:9][N:8](C(OC(C)(C)C)=O)[CH2:7][CH2:6]1.[C:23]([OH:29])([C:25]([F:28])([F:27])[F:26])=[O:24], predict the reaction product. The product is: [Cl:1][C:2]1[CH:21]=[CH:20][CH:19]=[C:18]([Cl:22])[C:3]=1[O:4][CH:5]1[CH2:6][CH2:7][NH:8][CH2:9][CH2:10]1.[C:23]([OH:29])([C:25]([F:28])([F:27])[F:26])=[O:24]. (3) Given the reactants N(C(OCC)=O)=NC(OCC)=O.[OH:13][C@H:14]1[CH2:18][N:17]([C:19]([O:21][C:22]([CH3:25])([CH3:24])[CH3:23])=[O:20])[C@@H:16]([C:26](=[O:41])[NH:27][C:28]2[CH:33]=[CH:32][C:31]([N:34]3[CH2:39][CH2:38][O:37][CH2:36][C:35]3=[O:40])=[CH:30][CH:29]=2)[CH2:15]1.[N+:42]([C:45]1[CH:53]=[CH:52][C:48]([C:49](O)=[O:50])=[CH:47][CH:46]=1)([O-:44])=[O:43].C1(P(C2C=CC=CC=2)C2C=CC=CC=2)C=CC=CC=1, predict the reaction product. The product is: [N+:42]([C:45]1[CH:46]=[CH:47][C:48]([C:49]([O:13][C@@H:14]2[CH2:18][N:17]([C:19]([O:21][C:22]([CH3:25])([CH3:24])[CH3:23])=[O:20])[C@@H:16]([C:26](=[O:41])[NH:27][C:28]3[CH:33]=[CH:32][C:31]([N:34]4[CH2:39][CH2:38][O:37][CH2:36][C:35]4=[O:40])=[CH:30][CH:29]=3)[CH2:15]2)=[O:50])=[CH:52][CH:53]=1)([O-:44])=[O:43]. (4) Given the reactants Br[CH2:2][C:3]1[CH:8]=[CH:7][C:6]([CH2:9][CH2:10][N:11]2[CH:16]=[CH:15][C:14]([O:17][CH2:18][C:19]3[C:24]([CH3:25])=[CH:23][CH:22]=[CH:21][N:20]=3)=[CH:13][C:12]2=[O:26])=[CH:5][CH:4]=1.[NH:27]1[CH2:32][CH2:31][CH:30]([NH:33][C:34](=[O:36])[CH3:35])[CH2:29][CH2:28]1, predict the reaction product. The product is: [CH3:25][C:24]1[C:19]([CH2:18][O:17][C:14]2[CH:15]=[CH:16][N:11]([CH2:10][CH2:9][C:6]3[CH:7]=[CH:8][C:3]([CH2:2][N:27]4[CH2:32][CH2:31][CH:30]([NH:33][C:34](=[O:36])[CH3:35])[CH2:29][CH2:28]4)=[CH:4][CH:5]=3)[C:12](=[O:26])[CH:13]=2)=[N:20][CH:21]=[CH:22][CH:23]=1. (5) The product is: [Cl:1][C:2]1[CH:7]=[CH:6][C:5]([C:8]2[NH:15][C:13](=[O:14])[C:12]3[C:11](=[CH:19][C:18]([O:20][CH3:21])=[C:17]([O:22][CH3:23])[CH:16]=3)[N:10]=2)=[CH:4][CH:3]=1. Given the reactants [Cl:1][C:2]1[CH:7]=[CH:6][C:5]([C:8]([NH:10][C:11]2[CH:19]=[C:18]([O:20][CH3:21])[C:17]([O:22][CH3:23])=[CH:16][C:12]=2[C:13]([NH2:15])=[O:14])=O)=[CH:4][CH:3]=1.[OH-].[Na+].CCOC(C)=O, predict the reaction product. (6) Given the reactants [CH3:1][N:2]1[C:6]2=[N:7][CH:8]=[CH:9][CH:10]=[C:5]2[N:4]=[C:3]1S(C)(=O)=O.[CH2:15]([N:17]1[C:25]2[C:20](=[N:21][CH:22]=[CH:23][C:24]=2[C:26]([F:29])([F:28])[F:27])[N:19]([C:30]2[CH:35]=[CH:34][C:33]([OH:36])=[CH:32][CH:31]=2)[C:18]1=[O:37])[CH3:16].[H-].[Na+], predict the reaction product. The product is: [CH2:15]([N:17]1[C:25]2[C:20](=[N:21][CH:22]=[CH:23][C:24]=2[C:26]([F:27])([F:29])[F:28])[N:19]([C:30]2[CH:35]=[CH:34][C:33]([O:36][C:3]3[N:2]([CH3:1])[C:6]4=[N:7][CH:8]=[CH:9][CH:10]=[C:5]4[N:4]=3)=[CH:32][CH:31]=2)[C:18]1=[O:37])[CH3:16].